Dataset: Full USPTO retrosynthesis dataset with 1.9M reactions from patents (1976-2016). Task: Predict the reactants needed to synthesize the given product. (1) Given the product [CH3:29][CH:28]([CH3:30])[C@@H:27]([NH:26][C:20]1[C:19]2[CH:18]=[CH:38][N:37]=[CH:36][C:35]=2[C:10]2[C:9](=[O:14])[NH:8][CH:13]=[CH:12][C:11]=2[N:21]=1)[C:31]([F:34])([F:32])[F:33], predict the reactants needed to synthesize it. The reactants are: ClC1C=CC=CN=1.[NH:8]1[CH:13]=[CH:12][CH:11]=[CH:10][C:9]1=[O:14].ClC1N=CC=C2C=1[C:18]1[CH:38]=[N:37][CH:36]=[CH:35][C:19]=1[C:20]([NH:26][C@@H:27]([C:31]([F:34])([F:33])[F:32])[CH:28]([CH3:30])[CH3:29])=[N:21]2.[OH-].[K+]. (2) Given the product [S:3]1[CH:4]=[CH:5][N:6]=[C:2]1[NH:1][C:7]([N:32]1[CH2:33][CH2:34][CH:29]([N:28]([CH2:27][C:21]2[C:20]([CH3:19])=[CH:25][C:24]([CH3:26])=[CH:23][N:22]=2)[CH2:35][C:36]2[C:41]([CH:42]([CH3:44])[CH3:43])=[CH:40][CH:39]=[CH:38][N:37]=2)[CH2:30][CH2:31]1)=[O:8], predict the reactants needed to synthesize it. The reactants are: [NH2:1][C:2]1[S:3][CH:4]=[CH:5][N:6]=1.[C:7](N1C=CN=C1)(N1C=CN=C1)=[O:8].[CH3:19][C:20]1[C:21]([CH2:27][N:28]([CH2:35][C:36]2[C:41]([CH:42]([CH3:44])[CH3:43])=[CH:40][CH:39]=[CH:38][N:37]=2)[CH:29]2[CH2:34][CH2:33][NH:32][CH2:31][CH2:30]2)=[N:22][CH:23]=[C:24]([CH3:26])[CH:25]=1. (3) Given the product [F:2][CH2:3][C:4]1([OH:10])[CH2:9][CH2:8][N:7]([C:20]([Cl:22])=[O:21])[CH2:6][CH2:5]1, predict the reactants needed to synthesize it. The reactants are: Cl.[F:2][CH2:3][C:4]1([OH:10])[CH2:9][CH2:8][NH:7][CH2:6][CH2:5]1.CCN(C(C)C)C(C)C.[C:20](Cl)([Cl:22])=[O:21]. (4) Given the product [F:20][C:21]1[CH:26]=[CH:25][C:24]([N+:27]([O-:29])=[O:28])=[CH:23][C:22]=1[C:2]1[CH:19]=[CH:18][C:5]([O:6][CH2:7][CH:8]([OH:17])[CH2:9][CH2:10][C:11]2[CH:16]=[CH:15][N:14]=[CH:13][CH:12]=2)=[CH:4][CH:3]=1, predict the reactants needed to synthesize it. The reactants are: Br[C:2]1[CH:19]=[CH:18][C:5]([O:6][CH2:7][CH:8]([OH:17])[CH2:9][CH2:10][C:11]2[CH:16]=[CH:15][N:14]=[CH:13][CH:12]=2)=[CH:4][CH:3]=1.[F:20][C:21]1[CH:26]=[CH:25][C:24]([N+:27]([O-:29])=[O:28])=[CH:23][C:22]=1B(O)O.C1(C)C=CC=CC=1.C(=O)([O-])[O-].[Na+].[Na+]. (5) Given the product [CH3:1][N:2]([CH3:34])[C:3]1[CH:4]=[C:5]([O:32][CH3:33])[C:6]([NH:12][C:13]2[N:18]=[C:17]([N:19]3[CH:23]=[C:22]([CH2:24][N:36]([CH3:37])[CH3:35])[C:21]([C:26]4[CH:31]=[CH:30][CH:29]=[CH:28][CH:27]=4)=[N:20]3)[CH:16]=[CH:15][N:14]=2)=[CH:7][C:8]=1[NH:9][C:5](=[O:32])[CH:4]=[CH2:3], predict the reactants needed to synthesize it. The reactants are: [CH3:1][N:2]([CH3:34])[C:3]1[C:8]([N+:9]([O-])=O)=[CH:7][C:6]([NH:12][C:13]2[N:18]=[C:17]([N:19]3[CH:23]=[C:22]([CH:24]=O)[C:21]([C:26]4[CH:31]=[CH:30][CH:29]=[CH:28][CH:27]=4)=[N:20]3)[CH:16]=[CH:15][N:14]=2)=[C:5]([O:32][CH3:33])[CH:4]=1.[CH3:35][NH:36][CH3:37].